This data is from Full USPTO retrosynthesis dataset with 1.9M reactions from patents (1976-2016). The task is: Predict the reactants needed to synthesize the given product. (1) Given the product [Br:41][CH2:14][C:13]([C:12]1[N:11]([CH3:16])[N:10]=[N:9][C:8]=1[C:3]1[CH:4]=[CH:5][CH:6]=[CH:7][C:2]=1[Cl:1])=[O:15], predict the reactants needed to synthesize it. The reactants are: [Cl:1][C:2]1[CH:7]=[CH:6][CH:5]=[CH:4][C:3]=1[C:8]1[N:9]=[N:10][N:11]([CH3:16])[C:12]=1[C:13](=[O:15])[CH3:14].CC(OCC1C2C(=CC=CC=2)C(COC(C)=O)=C2C=1C=CC=C2)=O.[Br:41]Br. (2) Given the product [CH3:9][O:8][C:5]1[CH:4]=[C:3]([O:10][CH3:11])[C:2]([C:17]2[CH:18]=[CH:19][C:14]([O:13][CH3:12])=[CH:15][CH:16]=2)=[CH:7][N:6]=1, predict the reactants needed to synthesize it. The reactants are: Br[C:2]1[C:3]([O:10][CH3:11])=[CH:4][C:5]([O:8][CH3:9])=[N:6][CH:7]=1.[CH3:12][O:13][C:14]1[CH:19]=[CH:18][C:17](B(O)O)=[CH:16][CH:15]=1. (3) Given the product [CH2:11]([C:10]1[S:15][CH:2]=[C:3]([C:4]([O:6][CH2:7][CH3:8])=[O:5])[N:14]=1)[CH2:12][CH3:13], predict the reactants needed to synthesize it. The reactants are: Br[CH2:2][C:3](=O)[C:4]([O:6][CH2:7][CH3:8])=[O:5].[C:10](=[S:15])([NH2:14])[CH2:11][CH2:12][CH3:13]. (4) Given the product [CH3:26][O:27][C:28]1[CH:29]=[CH:30][C:31]([CH2:32][N:33]2[C:37]3[N:38]=[CH:39][CH:40]=[C:45]([OH:46])[C:36]=3[CH:35]=[N:34]2)=[CH:50][CH:51]=1, predict the reactants needed to synthesize it. The reactants are: C1C=CC(C2C=CC=CC=2)=CC=1.C1C=CC(OC2C=CC=CC=2)=CC=1.[CH3:26][O:27][C:28]1[CH:51]=[CH:50][C:31]([CH2:32][N:33]2[C:37]([NH:38][CH:39]=[C:40]3[C:45](=[O:46])OC(C)(C)OC3=O)=[CH:36][CH:35]=[N:34]2)=[CH:30][CH:29]=1. (5) Given the product [Cl:1][C:2]1[C:3]([C:20]2[CH:25]=[N:24][C:23]([C:26]([F:28])([F:29])[F:27])=[N:22][CH:21]=2)=[CH:4][C:5]([CH2:8][NH2:9])=[N:6][CH:7]=1, predict the reactants needed to synthesize it. The reactants are: [Cl:1][C:2]1[C:3]([C:20]2[CH:21]=[N:22][C:23]([C:26]([F:29])([F:28])[F:27])=[N:24][CH:25]=2)=[CH:4][C:5]([CH2:8][N:9]2C(=O)C3C(=CC=CC=3)C2=O)=[N:6][CH:7]=1.NN.O. (6) Given the product [C:26]([C:30]1[NH:34][N:33]=[C:32]([NH:35][C:2]2[C:11]3[NH:12][N:13]=[CH:14][C:10]=3[C:9]3[CH:8]=[C:7]([O:24][CH3:25])[CH:6]=[CH:5][C:4]=3[N:3]=2)[CH:31]=1)([CH3:29])([CH3:28])[CH3:27], predict the reactants needed to synthesize it. The reactants are: Cl[C:2]1[C:11]2=[N:12][N:13](CC3C=CC(OC)=CC=3)[CH:14]=[C:10]2[C:9]2[CH:8]=[C:7]([O:24][CH3:25])[CH:6]=[CH:5][C:4]=2[N:3]=1.[C:26]([C:30]1[NH:34][N:33]=[C:32]([NH2:35])[CH:31]=1)([CH3:29])([CH3:28])[CH3:27].Cl. (7) Given the product [Cl:1][C:2]1[CH:22]=[CH:21][CH:20]=[CH:19][C:3]=1[CH:4]([O:12][CH:13]1[CH2:18][CH2:17][N:16]([C:28](=[S:29])[NH:27][C:23]([CH3:26])([CH3:25])[CH3:24])[CH2:15][CH2:14]1)[C:5]1[CH:6]=[CH:7][C:8]([Cl:11])=[CH:9][CH:10]=1, predict the reactants needed to synthesize it. The reactants are: [Cl:1][C:2]1[CH:22]=[CH:21][CH:20]=[CH:19][C:3]=1[CH:4]([O:12][CH:13]1[CH2:18][CH2:17][NH:16][CH2:15][CH2:14]1)[C:5]1[CH:10]=[CH:9][C:8]([Cl:11])=[CH:7][CH:6]=1.[C:23]([N:27]=[C:28]=[S:29])([CH3:26])([CH3:25])[CH3:24].CC[NH+](CC)CC.CC[NH+](CC)CC.C([O-])([O-])=O.C(O)C(N)(CO)CO. (8) The reactants are: [CH2:1]([O:8][C:9]1[CH:14]=[CH:13][CH:12]=[CH:11][C:10]=1[NH:15]N)[C:2]1[CH:7]=[CH:6][CH:5]=[CH:4][CH:3]=1.[N:17]12[CH2:25][CH2:24][CH:21]([CH2:22][CH2:23]1)[C:20](=O)[CH2:19][CH2:18]2.S(=O)(=O)(O)O. Given the product [CH2:1]([O:8][C:9]1[C:10]2[NH:15][C:20]3[CH:21]4[CH2:24][CH2:25][N:17]([CH2:18][C:19]=3[C:11]=2[CH:12]=[CH:13][CH:14]=1)[CH2:23][CH2:22]4)[C:2]1[CH:7]=[CH:6][CH:5]=[CH:4][CH:3]=1, predict the reactants needed to synthesize it. (9) The reactants are: [NH2:1][C:2]1[C:3]([NH:14][CH2:15][CH2:16][OH:17])=[C:4]([S:8]([N:11]([CH3:13])[CH3:12])(=[O:10])=[O:9])[CH:5]=[CH:6][CH:7]=1.[CH:18](O)=O. Given the product [OH:17][CH2:16][CH2:15][N:14]1[C:3]2[C:4]([S:8]([N:11]([CH3:13])[CH3:12])(=[O:9])=[O:10])=[CH:5][CH:6]=[CH:7][C:2]=2[N:1]=[CH:18]1, predict the reactants needed to synthesize it. (10) The reactants are: [CH:14]1[CH:19]=[CH:18][C:17](P([C:14]2[CH:19]=[CH:18][CH:17]=[CH:16][CH:15]=2)[C:14]2[CH:19]=[CH:18][CH:17]=[CH:16][CH:15]=2)=[CH:16][CH:15]=1.Br[C:21]1[C:30]2[CH2:29][CH2:28][CH2:27][CH2:26][C:25]=2[CH:24]=[C:23]2[C:31](=[O:35])[CH:32]([CH3:34])[CH2:33][C:22]=12.[C:36](OB(C1C=CC=CC=1)O)([CH3:39])([CH3:38])[CH3:37].C([O-])([O-])=O.[Na+].[Na+]. Given the product [C:36]([C:14]1[CH:15]=[CH:16][C:17]([C:21]2[C:30]3[CH2:29][CH2:28][CH2:27][CH2:26][C:25]=3[CH:24]=[C:23]3[C:31](=[O:35])[CH:32]([CH3:34])[CH2:33][C:22]=23)=[CH:18][CH:19]=1)([CH3:39])([CH3:38])[CH3:37], predict the reactants needed to synthesize it.